Dataset: Catalyst prediction with 721,799 reactions and 888 catalyst types from USPTO. Task: Predict which catalyst facilitates the given reaction. (1) Product: [CH:1]1([CH2:7][N:8]([CH2:9][C:10]2[CH:15]=[CH:14][C:13]([F:16])=[CH:12][C:11]=2[F:17])[C:29](=[O:30])[CH2:28][O:27][C:26]2[CH:25]=[CH:24][C:23]([CH2:22][C@H:21]([O:20][CH2:18][CH3:19])[C:34]([O:36][CH2:37][CH3:38])=[O:35])=[CH:33][CH:32]=2)[CH2:6][CH2:5][CH2:4][CH2:3][CH2:2]1. Reactant: [CH:1]1([CH2:7][NH:8][CH2:9][C:10]2[CH:15]=[CH:14][C:13]([F:16])=[CH:12][C:11]=2[F:17])[CH2:6][CH2:5][CH2:4][CH2:3][CH2:2]1.[CH2:18]([O:20][C@H:21]([C:34]([O:36][CH2:37][CH3:38])=[O:35])[CH2:22][C:23]1[CH:33]=[CH:32][C:26]([O:27][CH2:28][C:29](O)=[O:30])=[CH:25][CH:24]=1)[CH3:19].C(N(CC)C(C)C)(C)C.F[B-](F)(F)F.N1(OC(N(C)C)=[N+](C)C)C2C=CC=CC=2N=N1. The catalyst class is: 2. (2) Reactant: O.[NH2:2][NH2:3].[O:4]=[C:5]1[CH2:9][CH2:8][C@H:7]([CH2:10][C:11]2[CH:12]=[N:13][C:14]([C:17]([F:20])([F:19])[F:18])=[CH:15][CH:16]=2)[N:6]1[C:21]([O:23][C:24]([CH3:27])([CH3:26])[CH3:25])=[O:22].[NH4+].[Cl-]. Product: [C:24]([O:23][C:21]([NH:6][C@@H:7]([CH2:10][C:11]1[CH:12]=[N:13][C:14]([C:17]([F:18])([F:19])[F:20])=[CH:15][CH:16]=1)[CH2:8][CH2:9][C:5]([NH:2][NH2:3])=[O:4])=[O:22])([CH3:25])([CH3:27])[CH3:26]. The catalyst class is: 1. (3) Reactant: [NH2:1][C:2]1[CH:11]=[C:10]([Br:12])[CH:9]=[CH:8][C:3]=1[C:4]([O:6][CH3:7])=[O:5].[Cl-].[Cl:14][C:15]1[NH2+:16][S:17][S:18][C:19]=1Cl. Product: [Br:12][C:10]1[CH:9]=[CH:8][C:3]([C:4]([O:6][CH3:7])=[O:5])=[C:2](/[N:1]=[C:19]2\[C:15]([Cl:14])=[N:16][S:17][S:18]\2)[CH:11]=1. The catalyst class is: 2. (4) Product: [C:34](=[O:45])([O:35][C:36]1[CH:37]=[CH:38][C:39]([N+:42]([O-:44])=[O:43])=[CH:40][CH:41]=1)[O:10][CH:9]([C:6]1[CH:5]=[CH:4][C:3]([C:1]#[CH:2])=[CH:8][CH:7]=1)[CH:11]1[C:12]2[CH:13]=[CH:14][CH:15]=[CH:16][C:17]=2[C:18]2[C:23]1=[CH:22][CH:21]=[CH:20][CH:19]=2. Reactant: [C:1]([C:3]1[CH:8]=[CH:7][C:6]([CH:9]([CH:11]2[C:23]3[CH:22]=[CH:21][CH:20]=[CH:19][C:18]=3[C:17]3[C:12]2=[CH:13][CH:14]=[CH:15][CH:16]=3)[OH:10])=[CH:5][CH:4]=1)#[CH:2].[Li+].C[Si]([N-][Si](C)(C)C)(C)C.[C:34](=O)([O:45]C1C=CC([N+]([O-])=O)=CC=1)[O:35][C:36]1[CH:41]=[CH:40][C:39]([N+:42]([O-:44])=[O:43])=[CH:38][CH:37]=1. The catalyst class is: 1. (5) Reactant: [Li+].[OH-].[OH:3][CH2:4][CH2:5][CH2:6][C:7]#[C:8][C:9]1[CH:18]=[CH:17][C:12]([C:13]([O:15]C)=[O:14])=[CH:11][CH:10]=1.CCOC(C)=O. Product: [OH:3][CH2:4][CH2:5][CH2:6][C:7]#[C:8][C:9]1[CH:10]=[CH:11][C:12]([C:13]([OH:15])=[O:14])=[CH:17][CH:18]=1. The catalyst class is: 90. (6) Reactant: Cl[C:2]1[N:7]=[C:6]([N:8]2[CH:12]=[CH:11][CH:10]=[C:9]2[CH3:13])[CH:5]=[CH:4][N:3]=1.Cl.[NH2:15][C@H:16]([C:18]1[C:19](=[O:29])[NH:20][C:21]2[C:26]([CH:27]=1)=[CH:25][C:24]([Cl:28])=[CH:23][CH:22]=2)[CH3:17].CCN(C(C)C)C(C)C.CCOC(C)=O. Product: [Cl:28][C:24]1[CH:25]=[C:26]2[C:21](=[CH:22][CH:23]=1)[NH:20][C:19](=[O:29])[C:18]([C@@H:16]([NH:15][C:2]1[N:7]=[C:6]([N:8]3[CH:12]=[CH:11][CH:10]=[C:9]3[CH3:13])[CH:5]=[CH:4][N:3]=1)[CH3:17])=[CH:27]2. The catalyst class is: 88. (7) Reactant: I[C:2]1[C:3]([NH:10][C@H:11]2[C@@H:15]3[O:16][C:17]([CH3:20])([CH3:19])[O:18][C@@H:14]3[C@@H:13]([CH2:21][OH:22])[CH2:12]2)=[N:4][C:5]([S:8][CH3:9])=[N:6][CH:7]=1.[S:23]1[C:31]2[CH:30]=[CH:29][N:28]=[CH:27][C:26]=2[N:25]=[CH:24]1.C(=O)([O-])[O-].[Cs+].[Cs+]. Product: [CH3:19][C:17]1([CH3:20])[O:16][C@H:15]2[C@H:11]([NH:10][C:3]3[C:2]([C:24]4[S:23][C:31]5[CH:30]=[CH:29][N:28]=[CH:27][C:26]=5[N:25]=4)=[CH:7][N:6]=[C:5]([S:8][CH3:9])[N:4]=3)[CH2:12][C@H:13]([CH2:21][OH:22])[C@H:14]2[O:18]1. The catalyst class is: 441.